The task is: Predict the reactants needed to synthesize the given product.. This data is from Full USPTO retrosynthesis dataset with 1.9M reactions from patents (1976-2016). (1) Given the product [CH:1]1([C:6]2([CH3:13])[C:10](=[O:11])[N:9]([CH2:15][C:16](=[O:17])[C:18]3[CH:23]=[CH:22][CH:21]=[CH:20][CH:19]=3)[N:8]=[C:7]2[CH3:12])[CH2:2][CH2:3][CH2:4][CH2:5]1, predict the reactants needed to synthesize it. The reactants are: [CH:1]1([C:6]2([CH3:13])[C:10](=[O:11])[NH:9][N:8]=[C:7]2[CH3:12])[CH2:5][CH2:4][CH2:3][CH2:2]1.Br[CH2:15][C:16]([C:18]1[CH:23]=[CH:22][CH:21]=[CH:20][CH:19]=1)=[O:17]. (2) Given the product [F:20][C:21]1[CH:28]=[CH:27][C:24]([CH2:25][NH:26][C:17]([C:14]2([C:11]3[CH:10]=[CH:9][C:8]([S:5](/[CH:4]=[CH:3]/[C:1]#[N:2])(=[O:6])=[O:7])=[CH:13][CH:12]=3)[CH2:15][CH2:16]2)=[O:19])=[CH:23][CH:22]=1, predict the reactants needed to synthesize it. The reactants are: [C:1](/[CH:3]=[CH:4]/[S:5]([C:8]1[CH:13]=[CH:12][C:11]([C:14]2([C:17]([OH:19])=O)[CH2:16][CH2:15]2)=[CH:10][CH:9]=1)(=[O:7])=[O:6])#[N:2].[F:20][C:21]1[CH:28]=[CH:27][C:24]([CH2:25][NH2:26])=[CH:23][CH:22]=1.Cl.CN(C)CCCN=C=NCC.ON1C2C=CC=CC=2N=N1. (3) Given the product [CH:1]1([C:4]2[C:5]([N:31]3[CH2:35][CH2:34][N:33]([CH3:40])[S:32]3(=[O:36])=[O:37])=[CH:6][C:7]3[O:11][C:10]([C:12]4[CH:17]=[CH:16][C:15]([O:18][C:19]5[CH:20]=[CH:21][CH:22]=[CH:23][CH:24]=5)=[CH:14][CH:13]=4)=[C:9]([C:25]([O:27][CH2:28][CH3:29])=[O:26])[C:8]=3[CH:30]=2)[CH2:3][CH2:2]1, predict the reactants needed to synthesize it. The reactants are: [CH:1]1([C:4]2[C:5]([N:31]3[CH2:35][CH2:34][NH:33][S:32]3(=[O:37])=[O:36])=[CH:6][C:7]3[O:11][C:10]([C:12]4[CH:17]=[CH:16][C:15]([O:18][C:19]5[CH:24]=[CH:23][CH:22]=[CH:21][CH:20]=5)=[CH:14][CH:13]=4)=[C:9]([C:25]([O:27][CH2:28][CH3:29])=[O:26])[C:8]=3[CH:30]=2)[CH2:3][CH2:2]1.[H-].[Na+].[CH3:40]I. (4) Given the product [CH:8]1([NH:11][C:12]([C:14]2[CH:15]=[CH:16][C:17]([CH3:33])=[C:18]([NH:20][C:21](=[O:32])[C:22]3[CH:27]=[C:26]([N:5]4[CH2:6][CH2:7][CH:2]([CH3:1])[CH2:3][CH2:4]4)[CH:25]=[CH:24][C:23]=3[N+:29]([O-:31])=[O:30])[CH:19]=2)=[O:13])[CH2:10][CH2:9]1, predict the reactants needed to synthesize it. The reactants are: [CH3:1][CH:2]1[CH2:7][CH2:6][NH:5][CH2:4][CH2:3]1.[CH:8]1([NH:11][C:12]([C:14]2[CH:15]=[CH:16][C:17]([CH3:33])=[C:18]([NH:20][C:21](=[O:32])[C:22]3[CH:27]=[C:26](F)[CH:25]=[CH:24][C:23]=3[N+:29]([O-:31])=[O:30])[CH:19]=2)=[O:13])[CH2:10][CH2:9]1. (5) Given the product [O:15]1[C:2]2([CH2:7][CH2:6][CH:5]([C:8]([O:10][CH2:11][CH3:12])=[O:9])[CH2:4][CH2:3]2)[O:1][CH2:13][CH2:14]1, predict the reactants needed to synthesize it. The reactants are: [O:1]=[C:2]1[CH2:7][CH2:6][CH:5]([C:8]([O:10][CH2:11][CH3:12])=[O:9])[CH2:4][CH2:3]1.[CH2:13](O)[CH2:14][OH:15].CC1C=CC(S(O)(=O)=O)=CC=1. (6) Given the product [CH:43]1([CH2:46][NH:47][C:24]([C:20]2[N:19]=[C:18]([C:15]3[CH2:14][CH2:13][N:12]([S:37]([C:34]4[CH:35]=[CH:36][C:31]([O:30][C:29]([F:42])([F:41])[F:28])=[CH:32][CH:33]=4)(=[O:39])=[O:38])[CH2:17][CH:16]=3)[CH:23]=[CH:22][CH:21]=2)=[NH:25])[CH2:45][CH2:44]1, predict the reactants needed to synthesize it. The reactants are: FC(F)(F)C1C=C(S([N:12]2[CH2:17][CH:16]=[C:15]([C:18]3[CH:23]=[CH:22][CH:21]=[C:20]([C:24]#[N:25])[N:19]=3)[CH2:14][CH2:13]2)(=O)=O)C=CC=1.[F:28][C:29]([F:42])([F:41])[O:30][C:31]1[CH:36]=[CH:35][C:34]([S:37](Cl)(=[O:39])=[O:38])=[CH:33][CH:32]=1.[CH:43]1([CH2:46][NH2:47])[CH2:45][CH2:44]1. (7) Given the product [ClH:1].[NH:34]1[CH2:39][CH2:38][CH2:37][C@@H:36]2[CH2:40][N:41]([C:2]3[CH:3]=[CH:4][C:5]4[C:11]5[NH:12][C:13](=[O:21])[C:14]([C:17]([OH:19])=[O:18])=[C:15]([OH:16])[C:10]=5[CH2:9][CH2:8][CH2:7][C:6]=4[CH:33]=3)[CH2:42][C@H:35]12, predict the reactants needed to synthesize it. The reactants are: [Cl:1][C:2]1[CH:3]=[CH:4][C:5]2[C:11]3[N:12](CC4C=CC(OC)=CC=4OC)[C:13](=[O:21])[C:14]([C:17]([O:19]C)=[O:18])=[C:15]([OH:16])[C:10]=3[CH2:9][CH2:8][CH2:7][C:6]=2[CH:33]=1.[N:34]1(C(OC(C)(C)C)=O)[CH2:39][CH2:38][CH2:37][C@@H:36]2[CH2:40][NH:41][CH2:42][C@H:35]12. (8) Given the product [O:27]1[C:23]2[CH:22]=[CH:21][C:20]([C:18](=[O:19])[CH2:17][CH2:16][C:15]([NH:14][C:4]3[CH:3]=[C:2]([C:63]4[CH:71]=[CH:70][CH:69]=[CH:68][C:64]=4[C:65]([OH:67])=[O:66])[CH:7]=[C:6]([C:8]4[CH:13]=[CH:12][CH:11]=[CH:10][CH:9]=4)[N:5]=3)=[O:29])=[CH:28][C:24]=2[CH2:25][CH2:26]1, predict the reactants needed to synthesize it. The reactants are: Cl[C:2]1[CH:7]=[C:6]([C:8]2[CH:13]=[CH:12][CH:11]=[CH:10][CH:9]=2)[N:5]=[C:4]([NH:14][C:15](=[O:29])[CH2:16][CH2:17][C:18]([C:20]2[CH:21]=[CH:22][C:23]3[O:27][CH2:26][CH2:25][C:24]=3[CH:28]=2)=[O:19])[CH:3]=1.C1(C2C=CC=CC=2)C=CC=CC=1P(C1CCCCC1)C1CCCCC1.C(=O)([O-])[O-].[K+].[K+].OB(O)[C:63]1[CH:71]=[CH:70][CH:69]=[CH:68][C:64]=1[C:65]([OH:67])=[O:66].